This data is from Catalyst prediction with 721,799 reactions and 888 catalyst types from USPTO. The task is: Predict which catalyst facilitates the given reaction. Reactant: [Cl:1][C:2]1[C:3]([O:12][C:13]2[CH:18]=[C:17]([O:19][CH:20]([CH3:22])[CH3:21])[CH:16]=[CH:15][C:14]=2[CH2:23][CH2:24][CH2:25][CH2:26][OH:27])=[N:4][CH:5]=[C:6]([C:8]([F:11])([F:10])[F:9])[CH:7]=1.[CH2:28]([N:30]1[C:34]([CH2:35][CH2:36][C:37]([O:39]CC)=[O:38])=[CH:33][C:32](O)=[N:31]1)[CH3:29].C(P(CCCC)CCCC)CCC.N(C(N1CCCCC1)=O)=NC(N1CCCCC1)=O.O1CCCC1CO.[OH-].[Na+].Cl. Product: [Cl:1][C:2]1[C:3]([O:12][C:13]2[CH:18]=[C:17]([O:19][CH:20]([CH3:21])[CH3:22])[CH:16]=[CH:15][C:14]=2[CH2:23][CH2:24][CH2:25][CH2:26][O:27][C:32]2[CH:33]=[C:34]([CH2:35][CH2:36][C:37]([OH:39])=[O:38])[N:30]([CH2:28][CH3:29])[N:31]=2)=[N:4][CH:5]=[C:6]([C:8]([F:11])([F:10])[F:9])[CH:7]=1. The catalyst class is: 7.